From a dataset of Drug-target binding data from BindingDB using IC50 measurements. Regression. Given a target protein amino acid sequence and a drug SMILES string, predict the binding affinity score between them. We predict pIC50 (pIC50 = -log10(IC50 in M); higher means more potent). Dataset: bindingdb_ic50. (1) The small molecule is O=C1CC[C@@](c2ccccc2)(C2CCN(Cc3ccccc3)CC2)C(=O)N1. The target protein (Q920H4) has sequence MEGESYHNETTVNGTPVNHQALERHGLWEVITIAAVTAVVSLMTIVGNVLVMISFKVNSQLKTVNNYYLLSLACADLIIGIFSMNLYTTYILMGRWVLGSLACDLWLALDYVASNASVMNLLVISFDRYFSITRPLTYRAKRTPKRAGIMIGLAWLVSFILWAPAILCWQYLVGKRTVPPDECQIQFLSEPTITFGTAIAAFYIPVSVMTILYCRIYRETEKRTKDLADLQGSDSVAEVKKRKPAHRTLLRSFFSCPRPSLAQRVRNQASWSSSRRSTSTTGKPTQATDLSADWEKAEQVTNCSSCPSSEDEAKATTDPVFQVVCKNEAKESPGKEFNTQETKETFVSPRTENNDYDTPKYFLSPGAAHRLKSQKCVAYKFRLVVKADGTQETNNGCRKVKIMPCSFPVSKDPSTKGLDPHLSHQMTKRKRMVLVKERKAAQTLSAILLAFIITWTPYNIMVLVSTFCDKCVPVTLWHLGYWLCYVNSTINPICYALCNR.... The pIC50 is 8.5. (2) The drug is CN(C)S(=O)(=O)N(CC1CC1)c1sc2ccccc2c1Br. The target protein sequence is MSFEGARLSMRNRRNGTLDSTRTLYSSTSRSTDVSYSESDLVNFIQANFKKRECVFFTKDSKATENVCKCGYAQSQHIEGTQINSNEKWNYKKHTKEFPTDAFGDIQFETLGKKGKYIRLSCDTDAETLYELLTQHWHLKTPNLVISVTGGAKNFALKPRMRKIFSRLIYIAQSKGAWILTGGTHYGLMKYIGEVVRDNTISRNSEENIVAIGIAAWGMVSNRDTLLRNCDAEGYFSAQYIMDDFKRDPLYILDNNHTHLLLVDNGCHGHPTVEAKLRNQLEKYISERTIQDSNYGGKIPIVCFAQGGGRETLKAINTSIKSKIPCVVVEGSGQIADVIASLVEVEDVLTSSVVKEKLVRFLPRTVSRLPEEETESWIKWLKEILESSHLLTVIKMEEAGDEIVSNAISYALYKAFSTNEQDKDNWNGQLKLLLEWNQLDLANEEIFTNDRRWESADLQEVMFTALIKDRPKFVRLFLENGLNLRKFLTNDVLTELFSNH.... The pIC50 is 7.4. (3) The small molecule is COc1ccc(COc2nc(OCc3ccccn3)ncc2C(=O)c2cc(OC)c(OC)c(OC)c2)cc1Cl. The target protein (O77746) has sequence MERGSPGAGAARLPRDQDSVEAWLDDHRDFTFSYFVKKATREMVNAWFAERVHTIPVCKEGIRGHAESCSCSSQQSSRADSSAPGTPTRKISASEFDRPLRPIVVKDSEGTVSFLADSEKKEQMPLTPPRFDNDEGDQCSRLLELVKDISSHLDVTALCHKIFLHIHGLISADRYSLFLVCEDSSNDKFLISRLFDVAEGSTLEEASNNCIRLEWNKGIVGHVAALGEPLNIKDAYEDPRFNAEVDQITGYKTQSILCMPIKNHREEVVGVAQAINKKSGNGGTFTEKDEKDFAAYLAFCGIVLHNAQLYETSLLENKRNQVLLDLASLIFEEQQSLEVILKKIAATIISFMQVQKCTIFIVDEDCSDSFSSVFHMECEELEKLPDTLTRERDANRINYMYAQYVKNTMEPLNIPDVSKDKRFPWTNENTGNVNQQCIRSLLCTPIKNGKKNKVIGVCQLVNKMEENTGKVKPFNRNDEQFLEAFVIFCGLGIQNTQMYE.... The pIC50 is 8.8. (4) The small molecule is Cc1nnn2c1-c1ccccc1N(c1ccccc1)CC2. The target protein sequence is WKHQFAWPFQQPVDAVKLNLPDYYKIIKTPMDMGTIKKRLENNYYWNAQECIQDFNTMFTNCYIYNKPGDDIV. The pIC50 is 7.0. (5) The compound is CCO[C@@H](Cc1ccc(OCc2cc(CO)ccn2)cc1)C(=O)NO. The target is CKENALLRYLLDKDD. The pIC50 is 3.6. (6) The small molecule is C[N+](C)(C)c1cccc(O)c1O. The target protein (P28570) has sequence MAKKSAENGIYSVSGDEKKGPLIVSGPDGAPSKGDGPAGLGAPSSRLAVPPRETWTRQMDFIMSCVGFAVGLGNVWRFPYLCYKNGGGVFLIPYVLIALVGGIPIFFLEISLGQFMKAGSINVWNICPLFKGLGYASMVIVFYCNTYYIMVLAWGFYYLVKSFTTTLPWATCGHTWNTPDCVEIFRHEDCANASLANLTCDQLADRRSPVIEFWENKVLRLSTGLEVPGALNWEVTLCLLACWVLVYFCVWKGVKSTGKIVYFTATFPYVVLVVLLVRGVLLPGALDGIIYYLKPDWSKLGSPQVWIDAGTQIFFSYAIGLGALTALGSYNRFNNNCYKDAIILALINSGTSFFAGFVVFSILGFMATEQGVHISKVAESGPGLAFIAYPRAVTLMPVAPLWAALFFFMLLLLGLDSQFVGVEGFITGLLDLLPASYYFRFQREISVALCCALCFVIDLSMVTDGGMYVFQLFDYYSASGTTLLWQAFWECVVVAWVYGA.... The pIC50 is 4.1.